This data is from Forward reaction prediction with 1.9M reactions from USPTO patents (1976-2016). The task is: Predict the product of the given reaction. (1) Given the reactants [N:1]1([C:11]2[C:12]([CH2:17][NH2:18])=[N:13][CH:14]=[CH:15][CH:16]=2)[C:10]2[C:5](=[CH:6][CH:7]=[CH:8][CH:9]=2)[CH2:4][CH2:3][CH2:2]1.[BH-](O[C:29]([CH3:31])=O)(OC(C)=O)OC(C)=O.[Na+], predict the reaction product. The product is: [N:1]1([C:11]2[C:12]([CH2:17][NH:18][CH2:9][C:10]3[C:5]([CH3:6])=[CH:4][C:29]([CH3:31])=[CH:2][N:1]=3)=[N:13][CH:14]=[CH:15][CH:16]=2)[C:10]2[C:5](=[CH:6][CH:7]=[CH:8][CH:9]=2)[CH2:4][CH2:3][CH2:2]1. (2) Given the reactants [N+:1]([C:4]1[CH:21]=[CH:20][C:7]([CH2:8][NH:9][CH2:10][C:11]2[CH:16]=[CH:15][C:14]([N+:17]([O-:19])=[O:18])=[CH:13][CH:12]=2)=[CH:6][CH:5]=1)([O-:3])=[O:2].[CH3:22][C:23]([CH3:25])=O.C(O)(=O)C.C([BH3-])#N.[Na+], predict the reaction product. The product is: [N+:1]([C:4]1[CH:5]=[CH:6][C:7]([CH2:8][N:9]([CH2:10][C:11]2[CH:16]=[CH:15][C:14]([N+:17]([O-:19])=[O:18])=[CH:13][CH:12]=2)[CH:23]([CH3:25])[CH3:22])=[CH:20][CH:21]=1)([O-:3])=[O:2]. (3) The product is: [CH2:1]([C:3]1[C:8](=[O:9])[NH:7][C:6]([CH3:10])=[C:5]([C:11]2[O:15][C:14]([CH:16]=[N:18][OH:19])=[CH:13][CH:12]=2)[CH:4]=1)[CH3:2]. Given the reactants [CH2:1]([C:3]1[C:8](=[O:9])[NH:7][C:6]([CH3:10])=[C:5]([C:11]2[O:15][C:14]([CH:16]=O)=[CH:13][CH:12]=2)[CH:4]=1)[CH3:2].[NH2:18][OH:19], predict the reaction product. (4) Given the reactants [Br:1][C:2]1[CH:10]=[CH:9][C:5]([C:6](Cl)=[O:7])=[C:4]([F:11])[CH:3]=1.[Cl-].[Al+3].[Cl-].[Cl-].Cl.[Cl:17][CH:18](Cl)[CH3:19], predict the reaction product. The product is: [Br:1][C:2]1[CH:10]=[CH:9][C:5]([C:6](=[O:7])[CH2:19][CH2:18][Cl:17])=[C:4]([F:11])[CH:3]=1. (5) The product is: [Br:12][C:10]1[S:11][C:6]2[C:5]3[S:13][C:2]([Br:1])=[CH:3][C:4]=3[S:8][C:7]=2[CH:9]=1.[CH2:21]([C:26]1[CH:27]=[CH:28][C:29]([C:32]#[C:33][C:2]2[S:13][C:5]3[C:6]4[S:11][C:10]([C:33]#[C:32][C:29]5[CH:30]=[CH:31][C:26]([CH2:21][CH2:22][CH2:23][CH2:19][CH3:20])=[CH:27][CH:28]=5)=[CH:9][C:7]=4[S:8][C:4]=3[CH:3]=2)=[CH:30][CH:31]=1)[CH2:22][CH2:23][CH2:24][CH3:25]. Given the reactants [Br:1][C:2]1[S:13][C:5]2[C:6]3[S:11][C:10]([Br:12])=[CH:9][C:7]=3[S:8][C:4]=2[CH:3]=1.C(N([CH2:19][CH3:20])CC)C.[CH2:21]([C:26]1[CH:31]=[CH:30][C:29]([C:32]#[CH:33])=[CH:28][CH:27]=1)[CH2:22][CH2:23][CH2:24][CH3:25].ClCCl, predict the reaction product. (6) Given the reactants [CH3:1][C:2]1([CH3:15])[O:6][CH:5]([CH2:7][O:8][C:9](=[O:14])[O:10][CH:11](Cl)[CH3:12])[CH2:4][O:3]1.[Na+].[I-:17], predict the reaction product. The product is: [I:17][CH:11]([O:10][C:9](=[O:14])[O:8][CH2:7][CH:5]1[CH2:4][O:3][C:2]([CH3:15])([CH3:1])[O:6]1)[CH3:12]. (7) Given the reactants [OH:1][C:2]1[CH:9]=[CH:8][C:5]([CH:6]=[O:7])=[C:4]([O:10][CH3:11])[CH:3]=1.Br[CH2:13][CH2:14][CH2:15][O:16][Si:17]([C:20]([CH3:23])([CH3:22])[CH3:21])([CH3:19])[CH3:18].C(OC([O-])=O)([O-])=O.[K+].[K+], predict the reaction product. The product is: [Si:17]([O:16][CH2:15][CH2:14][CH2:13][O:1][C:2]1[CH:9]=[CH:8][C:5]([CH:6]=[O:7])=[C:4]([O:10][CH3:11])[CH:3]=1)([C:20]([CH3:21])([CH3:22])[CH3:23])([CH3:19])[CH3:18].